Dataset: Forward reaction prediction with 1.9M reactions from USPTO patents (1976-2016). Task: Predict the product of the given reaction. (1) Given the reactants [CH3:1][O:2][C:3]([CH2:5][C@@H:6]([CH2:28][CH:29]([CH3:31])[CH3:30])[C:7]([NH:9][C@@H:10]([C:14]1[CH:19]=[CH:18][C:17]([C:20]2[CH:25]=[CH:24][CH:23]=[C:22]([O:26][CH3:27])[CH:21]=2)=[CH:16][CH:15]=1)[C:11](O)=[O:12])=[O:8])=[O:4].[CH2:32]1[C:40]2[C:35](=[CH:36][CH:37]=[CH:38][CH:39]=2)[CH2:34][CH:33]1[NH2:41].C1C=CC2N(O)N=NC=2C=1.C(Cl)CCl.CN1CCOCC1, predict the reaction product. The product is: [CH2:32]1[C:40]2[C:35](=[CH:36][CH:37]=[CH:38][CH:39]=2)[CH2:34][CH:33]1[NH:41][C:11]([CH:10]([C:14]1[CH:19]=[CH:18][C:17]([C:20]2[CH:25]=[CH:24][CH:23]=[C:22]([O:26][CH3:27])[CH:21]=2)=[CH:16][CH:15]=1)[NH:9][C:7]([C@H:6]([CH2:28][CH:29]([CH3:30])[CH3:31])[CH2:5][C:3]([O:2][CH3:1])=[O:4])=[O:8])=[O:12]. (2) Given the reactants C(N(CC)CC)C.[CH2:8]([O:15][C:16]([N:18]1[CH2:24][CH:23]([OH:25])[CH:22]([NH:26][C:27](=[O:45])[C@@H:28]([NH:33][C:34]([C:36]2[O:37][C:38]3[CH:44]=[CH:43][CH:42]=[CH:41][C:39]=3[CH:40]=2)=[O:35])[CH2:29][CH:30]([CH3:32])[CH3:31])[CH2:21][CH2:20][N:19]1[CH3:46])=[O:17])[C:9]1[CH:14]=[CH:13][CH:12]=[CH:11][CH:10]=1, predict the reaction product. The product is: [CH2:8]([O:15][C:16]([N:18]1[CH2:24][C:23](=[O:25])[C@@H:22]([NH:26][C:27](=[O:45])[C@@H:28]([NH:33][C:34]([C:36]2[O:37][C:38]3[CH:44]=[CH:43][CH:42]=[CH:41][C:39]=3[CH:40]=2)=[O:35])[CH2:29][CH:30]([CH3:32])[CH3:31])[CH2:21][CH2:20][N:19]1[CH3:46])=[O:17])[C:9]1[CH:10]=[CH:11][CH:12]=[CH:13][CH:14]=1. (3) Given the reactants [CH2:1]([O:3][C:4](=[O:27])[CH2:5][C:6]1[CH:11]=[CH:10][C:9]([O:12][CH3:13])=[C:8]([O:14][C:15]2[CH:20]=[CH:19][C:18]([C:21]([F:24])([F:23])[F:22])=[CH:17][C:16]=2[CH:25]=[O:26])[CH:7]=1)[CH3:2].[BH4-].[Na+], predict the reaction product. The product is: [CH2:1]([O:3][C:4](=[O:27])[CH2:5][C:6]1[CH:11]=[CH:10][C:9]([O:12][CH3:13])=[C:8]([O:14][C:15]2[CH:20]=[CH:19][C:18]([C:21]([F:24])([F:22])[F:23])=[CH:17][C:16]=2[CH2:25][OH:26])[CH:7]=1)[CH3:2]. (4) Given the reactants [CH:1]1([N:4]2[C:8]([C:9]([N:11]3[CH2:16][CH2:15][CH:14]([N:17]4[CH2:21][CH2:20][CH2:19][CH2:18]4)[CH2:13][CH2:12]3)=[O:10])=[C:7]([C:22]3[CH:23]=[N:24][C:25](SC)=[N:26][CH:27]=3)[N:6]=[C:5]2[C:30]2[CH:35]=[CH:34][C:33]([O:36][C:37]([F:40])([F:39])[F:38])=[CH:32][CH:31]=2)[CH2:3][CH2:2]1, predict the reaction product. The product is: [CH:1]1([N:4]2[C:8]([C:9]([N:11]3[CH2:16][CH2:15][CH:14]([N:17]4[CH2:18][CH2:19][CH2:20][CH2:21]4)[CH2:13][CH2:12]3)=[O:10])=[C:7]([C:22]3[CH:23]=[N:24][CH:25]=[N:26][CH:27]=3)[N:6]=[C:5]2[C:30]2[CH:31]=[CH:32][C:33]([O:36][C:37]([F:38])([F:39])[F:40])=[CH:34][CH:35]=2)[CH2:3][CH2:2]1. (5) Given the reactants [Cl:1][C:2]1[CH:10]=[C:9]([NH:11][C:12]([C:14]2[CH:23]=[C:22]3[C:17]([CH2:18][CH2:19][CH2:20][N:21]3[S:24]([C:27]3[CH:32]=[C:31]([Cl:33])[CH:30]=[CH:29][C:28]=3[O:34][CH3:35])(=[O:26])=[O:25])=[CH:16][CH:15]=2)=[O:13])[CH:8]=[CH:7][C:3]=1[C:4]([OH:6])=[O:5].Cl[C:37]1C=CC(OC)=C(S(Cl)(=O)=O)C=1, predict the reaction product. The product is: [CH3:37][O:5][C:4](=[O:6])[C:3]1[CH:7]=[CH:8][C:9]([NH:11][C:12]([C:14]2[CH:23]=[C:22]3[C:17]([CH2:18][CH2:19][CH2:20][N:21]3[S:24]([C:27]3[CH:32]=[C:31]([Cl:33])[CH:30]=[CH:29][C:28]=3[O:34][CH3:35])(=[O:26])=[O:25])=[CH:16][CH:15]=2)=[O:13])=[CH:10][C:2]=1[Cl:1]. (6) Given the reactants C1(=O)C2C(=CC=CC=2)CN1.[N+:11]([C:14]1[CH:15]=[CH:16][CH:17]=[C:18]2[C:22]=1[C:21](=[O:23])[N:20]([C@@H:24]([C:30]1[CH:35]=[CH:34][C:33]([O:36][CH3:37])=[C:32]([O:38][CH2:39][CH3:40])[CH:31]=1)[CH2:25][S:26]([CH3:29])(=[O:28])=[O:27])[CH2:19]2)([O-:13])=[O:12].[H][H].C(=O)([O-])[O-].[K+].[K+].C(=O)([O-])O.[Na+].C(OC1C=C([C@H](N)CS(C)(=O)=O)C=CC=1OC)C.C(OC1C=C([C@@H](N)CS(C)(=O)=O)C=CC=1OC)C, predict the reaction product. The product is: [N+:11]([C:14]1[CH:15]=[CH:16][CH:17]=[C:18]2[C:22]=1[C:21](=[O:23])[N:20]([CH:24]([C:30]1[CH:35]=[CH:34][C:33]([O:36][CH3:37])=[C:32]([O:38][CH2:39][CH3:40])[CH:31]=1)[CH2:25][S:26]([CH3:29])(=[O:28])=[O:27])[CH2:19]2)([O-:13])=[O:12].